This data is from Catalyst prediction with 721,799 reactions and 888 catalyst types from USPTO. The task is: Predict which catalyst facilitates the given reaction. (1) Reactant: C([N-]C(C)C)(C)C.[Li+].C(NC(C)C)(C)C.C([Li])CCC.CCCCCC.[Br:27][CH2:28][Br:29].[O:30]1[CH2:35][CH2:34][CH:33]([C:36](OC)=[O:37])[CH2:32][CH2:31]1.Cl. Product: [Br:27][CH:28]([Br:29])[C:36]([CH:33]1[CH2:34][CH2:35][O:30][CH2:31][CH2:32]1)=[O:37]. The catalyst class is: 282. (2) Reactant: C(O)(C(F)(F)F)=O.C(OC(=O)[NH:14][C@H:15]([C:17]1[N:21]([C:22]2[N:23]([CH3:27])[N:24]=[CH:25][CH:26]=2)[C:20]2[CH:28]=[C:29]([F:32])[CH:30]=[CH:31][C:19]=2[N:18]=1)[CH3:16])(C)(C)C. Product: [F:32][C:29]1[CH:30]=[CH:31][C:19]2[N:18]=[C:17]([C@@H:15]([NH2:14])[CH3:16])[N:21]([C:22]3[N:23]([CH3:27])[N:24]=[CH:25][CH:26]=3)[C:20]=2[CH:28]=1. The catalyst class is: 2. (3) Reactant: [OH:1][C:2]1[CH:3]=[C:4]([CH2:8][NH:9][C:10](=[O:18])[C:11]2[CH:16]=[CH:15][CH:14]=[N:13][C:12]=2[NH2:17])[CH:5]=[CH:6][CH:7]=1.[F:19][C:20]1[CH:21]=[C:22]([CH2:26]Br)[CH:23]=[CH:24][CH:25]=1.C(=O)([O-])[O-].[Cs+].[Cs+].CN(C=O)C. Product: [F:19][C:20]1[CH:21]=[C:22]([CH:23]=[CH:24][CH:25]=1)[CH2:26][O:1][C:2]1[CH:3]=[C:4]([CH2:8][NH:9][C:10](=[O:18])[C:11]2[CH:16]=[CH:15][CH:14]=[N:13][C:12]=2[NH2:17])[CH:5]=[CH:6][CH:7]=1. The catalyst class is: 6. (4) Reactant: [C:1]([O:6][CH2:7][CH2:8][CH2:9][CH2:10][CH2:11][CH2:12][O:13][C:14]1[CH:22]=[CH:21][C:17]([C:18]([OH:20])=[O:19])=[CH:16][CH:15]=1)(=[O:5])[C:2]([CH3:4])=[CH2:3].C(N(CC)CC)C.S(Cl)(C)(=O)=O.[OH:35][C:36]1[CH:56]=[CH:55][C:54](O)=[CH:53][C:37]=1[C:38]([O:40][CH2:41][CH2:42][CH2:43][CH2:44][CH2:45][CH2:46][O:47][C:48](=[O:52])[C:49]([CH3:51])=[CH2:50])=[O:39]. Product: [OH:35][C:36]1[CH:56]=[CH:55][C:54]([O:19][C:18](=[O:20])[C:17]2[CH:16]=[CH:15][C:14]([O:13][CH2:12][CH2:11][CH2:10][CH2:9][CH2:8][CH2:7][O:6][C:1](=[O:5])[C:2]([CH3:4])=[CH2:3])=[CH:22][CH:21]=2)=[CH:53][C:37]=1[C:38]([O:40][CH2:41][CH2:42][CH2:43][CH2:44][CH2:45][CH2:46][O:47][C:48](=[O:52])[C:49]([CH3:51])=[CH2:50])=[O:39]. The catalyst class is: 1. (5) Reactant: [CH2:1]([C:3]1[CH:8]=[CH:7][C:6]([F:9])=[CH:5][CH:4]=1)[CH3:2].C1C(=O)N([Br:17])C(=O)C1.C(OOC(=O)C1C=CC=CC=1)(=O)C1C=CC=CC=1. Product: [Br:17][CH:1]([C:3]1[CH:8]=[CH:7][C:6]([F:9])=[CH:5][CH:4]=1)[CH3:2]. The catalyst class is: 53.